From a dataset of Experimentally validated miRNA-target interactions with 360,000+ pairs, plus equal number of negative samples. Binary Classification. Given a miRNA mature sequence and a target amino acid sequence, predict their likelihood of interaction. (1) The miRNA is hsa-miR-6867-3p with sequence CUCUCCCUCUUUACCCACUAG. The protein sequence of the target gene is MLALEAAQLDGPHFSCLYPDGVFYDLDSCKHSSYPDSEGAPDSLWDWTVAPPVPATPYEAFDPAAAAFSHPQAAQLCYEPPTYSPAGNLELAPSLEAPGPGLPAYPTENFASQTLVPPAYAPYPSPVLSEEEDLPLDSPALEVSDSESDEALVAGPEGKGSEAGTRKKLRLYQFLLGLLTRGDMRECVWWVEPGAGVFQFSSKHKELLARRWGQQKGNRKRMTYQKLARALRNYAKTGEIRKVKRKLTYQFDSALLPAVRRA. Result: 1 (interaction). (2) The miRNA is hsa-miR-513a-5p with sequence UUCACAGGGAGGUGUCAU. The protein sequence of the target gene is MDPNSILLSPQPQICSHLAEACTEGERSSSPPELDRDSPFPWSQVPSSSPTDPEWFGDEHIQAKRARVETIVRGMCLSPNPLVPGNAQAGVSPRCPKKARERKRKQNLPTPQGLLMPAPAWDQGNRKGGPRVREQLHLLKQQLRHLQEHILQAAKPRDTAQGPGGCGTGKGPLSAKQGNGCGPRPWVVDGDHQQGTSKDLSGAEKHQESEKPSFLPSGAPASLEILRKELTRAVSQAVDSVLQKVLLDPPGHLTQLGRSFQGQVAEGRSEPSPPVGGACKDPLALAALPRRVQLQAGVPV.... Result: 1 (interaction). (3) The miRNA is hsa-miR-6880-3p with sequence CCGCCUUCUCUCCUCCCCCAG. The protein sequence of the target gene is MPLVKRNIDPRHLCHTALPRGIKNELECVTNISLANIIRQLSSLSKYAEDIFGELFNEAHSFSFRVNSLQERVDRLSVSVTQLDPKEEELSLQDITMRKAFRSSTIQDQQLFDRKTLPIPLQETYDVCEQPPPLNILTPYRDDGKEGLKFYTNPSYFFDLWKEKMLQDTEDKRKEKRKQKQKNLDRPHEPEKVPRAPHDRRREWQKLAQGPELAEDDADLLHKHIEVANGPASHYETRPQTYVDHMDGSYSLSALPFSQMSELLTRAEERVLVRPHEPPPPPPMHGAGDAKPTPTCISSA.... Result: 0 (no interaction). (4) The miRNA is hsa-miR-1909-5p with sequence UGAGUGCCGGUGCCUGCCCUG. The protein sequence of the target gene is MRSRGSDTEGSAQKKFPRHTKGHSFQGPKNMKHRQQDKDSPSESDVILPCPKAEKPHSGNGHQAEDLSRDDLLFLLSILEGELQARDEVIGILKAEKMDLALLEAQYGFVTPKKVLEALQRDAFQAKSTPWQEDIYEKPMNELDKVVEKHKESYRRILGQLLVAEKSRRQTILELEEEKRKHKEYMEKSDEFICLLEQECERLKKLIDQEIKSQEEKEQEKEKRVTTLKEELTKLKSFALMVVDEQQRLTAQLTLQRQKIQELTTNAKETHTKLALAEARVQEEEQKATRLEKELQTQTT.... Result: 0 (no interaction). (5) The miRNA is hsa-miR-6860 with sequence ACUGGGCAGGGCUGUGGUGAGU. The protein sequence of the target gene is MSNGYSTDENFRYLISCFRARVKMYIQVEPVLDYLTFLPAEVKEQIQRTVATSGNMQAVELLLSTLEKGVWHLGWTREFVEALRRTGSPLAARYMNPELTDLPSPSFENAHDEYLQLLNLLQPTLVDKLLVRDVLDKCMEEELLTIEDRNRIAAAENNGNESGVRELLKRIVQKENWFSAFLNVLRQTGNNELVQELTGSDCSESNAEIENLSQVDGPQVEEQLLSTTVQPNLEKEVWGMENNSSESSFADSSVVSESDTSLAEGSVSCLDESLGHNSNMGSDSGTMGSDSDEENVAARA.... Result: 0 (no interaction). (6) The miRNA is hsa-miR-4650-5p with sequence UCAGGCCUCUUUCUACCUU. The protein sequence of the target gene is MADSGTAGGAALAAPAPGPGSGGPGPRVYFQSPPGAAGEGPGGADDEGPVRRQGKVTVKYDRKELRKRLNLEEWILEQLTRLYDCQEEEIPELEIDVDELLDMESDDARAARVKELLVDCYKPTEAFISGLLDKIRGMQKLSTPQKK. Result: 1 (interaction).